From a dataset of Catalyst prediction with 721,799 reactions and 888 catalyst types from USPTO. Predict which catalyst facilitates the given reaction. (1) Reactant: [CH3:1][NH:2][C@@H:3]([C:10]([CH3:13])([CH3:12])[CH3:11])[CH2:4][N:5]1[CH2:9][CH2:8][CH2:7][CH2:6]1.CN1CCOCC1.[Cl:21][C:22]1[CH:23]=[C:24]([CH:28]=[CH:29][C:30]=1[Cl:31])[C:25](Cl)=[O:26]. Product: [Cl:21][C:22]1[CH:23]=[C:24]([CH:28]=[CH:29][C:30]=1[Cl:31])[C:25]([N:2]([C@@H:3]([C:10]([CH3:13])([CH3:12])[CH3:11])[CH2:4][N:5]1[CH2:9][CH2:8][CH2:7][CH2:6]1)[CH3:1])=[O:26]. The catalyst class is: 3. (2) Reactant: B.C(N(CC)C1C=CC=CC=1)C.[C:13]([O:17][C:18]([N:20]1[CH2:25][CH2:24][CH2:23][C@H:22]([C:26](=[O:28])[CH3:27])[CH2:21]1)=[O:19])([CH3:16])([CH3:15])[CH3:14]. Product: [C:13]([O:17][C:18]([N:20]1[CH2:25][CH2:24][CH2:23][CH:22]([CH:26]([OH:28])[CH3:27])[CH2:21]1)=[O:19])([CH3:16])([CH3:15])[CH3:14]. The catalyst class is: 11. (3) Reactant: [Cl:1][C:2]1[CH:3]=[N+:4]([O-:32])[CH:5]=[C:6]([Cl:31])[C:7]=1[CH2:8][C@@H:9]([C:21]1[CH:26]=[CH:25][C:24]([O:27][CH3:28])=[C:23]([O:29][CH3:30])[CH:22]=1)[O:10][C:11](=[O:20])[C:12]1[CH:17]=[CH:16][C:15]([CH:18]=[O:19])=[CH:14][CH:13]=1.NC1N=NC=CC=1.C(O)(=O)C.[BH-](OC(C)=O)(OC(C)=O)OC(C)=O.[Na+]. Product: [Cl:31][C:6]1[CH:5]=[N+:4]([O-:32])[CH:3]=[C:2]([Cl:1])[C:7]=1[CH2:8][C@@H:9]([C:21]1[CH:26]=[CH:25][C:24]([O:27][CH3:28])=[C:23]([O:29][CH3:30])[CH:22]=1)[O:10][C:11](=[O:20])[C:12]1[CH:13]=[CH:14][C:15]([CH2:18][OH:19])=[CH:16][CH:17]=1. The catalyst class is: 2. (4) Reactant: [OH:1][N:2]=[CH:3][C:4]1[CH:9]=[CH:8][C:7]([C@@H:10]2[CH2:15][O:14][CH2:13][CH2:12][N:11]2[C:16]([O:18][C:19]([CH3:22])([CH3:21])[CH3:20])=[O:17])=[CH:6][CH:5]=1.[Cl:23]N1C(=O)CCC1=O. Product: [Cl:23]/[C:3](/[C:4]1[CH:5]=[CH:6][C:7]([C@@H:10]2[CH2:15][O:14][CH2:13][CH2:12][N:11]2[C:16]([O:18][C:19]([CH3:22])([CH3:21])[CH3:20])=[O:17])=[CH:8][CH:9]=1)=[N:2]\[OH:1]. The catalyst class is: 173. (5) Reactant: [CH3:1][S:2][C:3]1[N:8]=[C:7]([C:9]2[S:13][CH:12]=[N:11][C:10]=2[C:14]2[CH:15]=[C:16]([NH2:20])[CH:17]=[CH:18][CH:19]=2)[CH:6]=[CH:5][N:4]=1.[F:21][C:22]1[CH:30]=[CH:29][CH:28]=[C:27]([F:31])[C:23]=1[C:24](Cl)=[O:25]. Product: [F:21][C:22]1[CH:30]=[CH:29][CH:28]=[C:27]([F:31])[C:23]=1[C:24]([NH:20][C:16]1[CH:17]=[CH:18][CH:19]=[C:14]([C:10]2[N:11]=[CH:12][S:13][C:9]=2[C:7]2[CH:6]=[CH:5][N:4]=[C:3]([S:2][CH3:1])[N:8]=2)[CH:15]=1)=[O:25]. The catalyst class is: 2. (6) Reactant: C(OC([N:8]1[CH2:13][CH2:12][N:11]([C:14](=[O:23])[NH:15][C:16]2[CH:21]=[CH:20][C:19]([F:22])=[CH:18][CH:17]=2)[CH2:10][CH2:9]1)=O)(C)(C)C. Product: [F:22][C:19]1[CH:18]=[CH:17][C:16]([NH:15][C:14]([N:11]2[CH2:10][CH2:9][NH:8][CH2:13][CH2:12]2)=[O:23])=[CH:21][CH:20]=1. The catalyst class is: 601.